From a dataset of Reaction yield outcomes from USPTO patents with 853,638 reactions. Predict the reaction yield, written as a fraction of the theoretical maximum amount of product (1.0 means a 100% yield; for example, 0.34 means a 34% yield). (1) The reactants are C([Li])CCC.[C:6]([CH2:8][C:9]1[CH:18]=[CH:17][CH:16]=[CH:15][C:10]=1[C:11](OC)=[O:12])#[N:7].[C:19]1([N:25]=[N+:26]=[N-:27])[CH:24]=[CH:23][CH:22]=[CH:21][CH:20]=1.[Cl-].[NH4+].C(O)(=O)CC(CC(O)=O)(C(O)=O)O. The catalyst is C1COCC1. The product is [C:19]1([N:25]2[C:6]3=[N:7][C:11](=[O:12])[C:10]4[CH:15]=[CH:16][CH:17]=[CH:18][C:9]=4[C:8]3=[N:27][NH:26]2)[CH:24]=[CH:23][CH:22]=[CH:21][CH:20]=1. The yield is 0.640. (2) The reactants are C([O:3][C:4]([CH:6]1[CH2:11][N:10]([CH3:12])[CH2:9][CH2:8][N:7]1[S:13]([C:16]1[CH:21]=[CH:20][C:19]([F:22])=[CH:18][CH:17]=1)(=[O:15])=[O:14])=[O:5])C.[OH-].[Na+].Cl. The catalyst is CO.C1COCC1. The product is [F:22][C:19]1[CH:20]=[CH:21][C:16]([S:13]([N:7]2[CH2:8][CH2:9][N:10]([CH3:12])[CH2:11][CH:6]2[C:4]([OH:5])=[O:3])(=[O:14])=[O:15])=[CH:17][CH:18]=1. The yield is 0.740. (3) The reactants are [C:1]1([C:7]2([C:10]([O-:12])=[O:11])[CH2:9][CH2:8]2)[CH:6]=[CH:5][CH:4]=[CH:3][CH:2]=1.[N+:13]([O-:16])([O-])=[O:14].[K+].OS(O)(=O)=O.[CH2:23](Cl)Cl. No catalyst specified. The product is [N+:13]([C:4]1[CH:5]=[CH:6][C:1]([C:7]2([C:10]([O:12][CH3:23])=[O:11])[CH2:9][CH2:8]2)=[CH:2][CH:3]=1)([O-:16])=[O:14]. The yield is 0.680. (4) The reactants are [F:1][C:2]1[CH:7]=[CH:6][C:5]([CH2:8][C:9]([OH:11])=O)=[CH:4][CH:3]=1.Cl.C([N:15]=C=NCCCN(C)C)C.ON1C2C=CC=CC=2N=N1.[OH-].[NH4+]. The catalyst is C(#N)C. The product is [F:1][C:2]1[CH:7]=[CH:6][C:5]([CH2:8][C:9]([NH2:15])=[O:11])=[CH:4][CH:3]=1. The yield is 0.880. (5) The reactants are [NH2:1][C:2]1[CH:7]=[CH:6][CH:5]=[C:4]([Br:8])[N:3]=1.Cl[CH:10](Cl)[C:11]([CH2:13]Cl)=O.C[O:17]CCOC. No catalyst specified. The product is [Br:8][C:4]1[N:3]2[CH:10]=[C:11]([CH:13]=[O:17])[N:1]=[C:2]2[CH:7]=[CH:6][CH:5]=1. The yield is 0.500.